Dataset: NCI-60 drug combinations with 297,098 pairs across 59 cell lines. Task: Regression. Given two drug SMILES strings and cell line genomic features, predict the synergy score measuring deviation from expected non-interaction effect. (1) Drug 1: CN(CC1=CN=C2C(=N1)C(=NC(=N2)N)N)C3=CC=C(C=C3)C(=O)NC(CCC(=O)O)C(=O)O. Drug 2: C1CN1P(=S)(N2CC2)N3CC3. Cell line: SNB-19. Synergy scores: CSS=63.3, Synergy_ZIP=0.819, Synergy_Bliss=1.89, Synergy_Loewe=-29.5, Synergy_HSA=-5.72. (2) Drug 1: C1=NC2=C(N1)C(=S)N=C(N2)N. Drug 2: CC1=C(N=C(N=C1N)C(CC(=O)N)NCC(C(=O)N)N)C(=O)NC(C(C2=CN=CN2)OC3C(C(C(C(O3)CO)O)O)OC4C(C(C(C(O4)CO)O)OC(=O)N)O)C(=O)NC(C)C(C(C)C(=O)NC(C(C)O)C(=O)NCCC5=NC(=CS5)C6=NC(=CS6)C(=O)NCCC[S+](C)C)O. Cell line: U251. Synergy scores: CSS=25.4, Synergy_ZIP=-0.993, Synergy_Bliss=-0.304, Synergy_Loewe=-0.521, Synergy_HSA=1.29. (3) Drug 1: C1=C(C(=O)NC(=O)N1)N(CCCl)CCCl. Drug 2: C1CNP(=O)(OC1)N(CCCl)CCCl. Cell line: UACC-257. Synergy scores: CSS=-3.88, Synergy_ZIP=-3.65, Synergy_Bliss=-6.03, Synergy_Loewe=-13.7, Synergy_HSA=-6.73. (4) Drug 1: C1=CC(=C2C(=C1NCCNCCO)C(=O)C3=C(C=CC(=C3C2=O)O)O)NCCNCCO. Drug 2: C1=C(C(=O)NC(=O)N1)N(CCCl)CCCl. Cell line: MDA-MB-435. Synergy scores: CSS=14.6, Synergy_ZIP=-5.78, Synergy_Bliss=-4.22, Synergy_Loewe=-16.9, Synergy_HSA=-5.79. (5) Drug 1: CS(=O)(=O)CCNCC1=CC=C(O1)C2=CC3=C(C=C2)N=CN=C3NC4=CC(=C(C=C4)OCC5=CC(=CC=C5)F)Cl. Drug 2: COC1=C2C(=CC3=C1OC=C3)C=CC(=O)O2. Cell line: ACHN. Synergy scores: CSS=25.6, Synergy_ZIP=-5.76, Synergy_Bliss=-0.0399, Synergy_Loewe=-12.6, Synergy_HSA=-1.98. (6) Drug 1: CC1CCC2CC(C(=CC=CC=CC(CC(C(=O)C(C(C(=CC(C(=O)CC(OC(=O)C3CCCCN3C(=O)C(=O)C1(O2)O)C(C)CC4CCC(C(C4)OC)O)C)C)O)OC)C)C)C)OC. Drug 2: C1=NC(=NC(=O)N1C2C(C(C(O2)CO)O)O)N. Cell line: UACC62. Synergy scores: CSS=35.7, Synergy_ZIP=-4.41, Synergy_Bliss=-5.28, Synergy_Loewe=-1.49, Synergy_HSA=-0.672.